This data is from Forward reaction prediction with 1.9M reactions from USPTO patents (1976-2016). The task is: Predict the product of the given reaction. (1) Given the reactants [F:1][C:2]1[CH:3]=[C:4]([CH:8]=[CH:9][C:10]=1[C:11]([F:14])([F:13])[F:12])[C:5]([OH:7])=O.[C:15]1([CH2:21][CH2:22][NH2:23])[CH:20]=[CH:19][CH:18]=[CH:17][CH:16]=1.C(N(CC)CC)C.Cl.C(N=C=NCCCN(C)C)C.ON1C2C=CC=CC=2N=N1.C(=O)(O)[O-].[Na+], predict the reaction product. The product is: [F:1][C:2]1[CH:3]=[C:4]([CH:8]=[CH:9][C:10]=1[C:11]([F:14])([F:13])[F:12])[C:5]([NH:23][CH2:22][CH2:21][C:15]1[CH:20]=[CH:19][CH:18]=[CH:17][CH:16]=1)=[O:7]. (2) The product is: [ClH:34].[C:21]1([CH:15]2[C:16](=[O:18])[CH2:11][CH2:12][NH:13][CH2:14]2)[CH:22]=[CH:23][CH:24]=[CH:25][CH:26]=1. Given the reactants P(O)(O)(O)=O.C(OC([CH2:11][CH2:12][NH:13][CH2:14][CH:15]([C:21]1[CH:26]=[CH:25][CH:24]=[CH:23][CH:22]=1)[C:16]([O:18]CC)=O)=O)C.CC(C)([O-])C.[Na+].O.[ClH:34].C(OCC)(=O)C, predict the reaction product. (3) Given the reactants Cl[C:2]1[CH:7]=[C:6]([C:8]2[S:9][CH:10]=[C:11]([C:13]3[C:18](=[O:19])[NH:17][C:16]([CH3:20])=[C:15]([C:21]([O:23][CH2:24][CH3:25])=[O:22])[CH:14]=3)[N:12]=2)[CH:5]=[CH:4][N:3]=1.[S:26]1[CH:30]=[CH:29][CH:28]=[C:27]1[CH2:31][CH2:32][NH2:33].Cl, predict the reaction product. The product is: [S:26]1[CH:30]=[CH:29][CH:28]=[C:27]1[CH2:31][CH2:32][NH:33][C:2]1[CH:7]=[C:6]([C:8]2[S:9][CH:10]=[C:11]([C:13]3[C:18](=[O:19])[NH:17][C:16]([CH3:20])=[C:15]([C:21]([O:23][CH2:24][CH3:25])=[O:22])[CH:14]=3)[N:12]=2)[CH:5]=[CH:4][N:3]=1. (4) Given the reactants [CH3:1][N:2]1[CH2:7][CH2:6][N:5]([C:8]([C:10]2[CH:11]=[C:12]([CH:14]=[C:15]([C:17]([F:20])([F:19])[F:18])[CH:16]=2)[NH2:13])=O)[CH2:4][CH2:3]1.CSC.B.O1CCCC1.Cl.[OH-].[Na+], predict the reaction product. The product is: [CH3:1][N:2]1[CH2:7][CH2:6][N:5]([CH2:8][C:10]2[CH:11]=[C:12]([CH:14]=[C:15]([C:17]([F:20])([F:18])[F:19])[CH:16]=2)[NH2:13])[CH2:4][CH2:3]1. (5) Given the reactants Cl.CN.[C:4]([O-:7])([O-])=O.[Na+].[Na+].ClC(OC1C=C[C:17]([N+:20]([O-])=O)=CC=1)=O.Cl.Cl.[CH2:25]([N:32]([CH2:53][CH2:54][N:55]([CH3:57])[CH3:56])[C:33]([CH2:35][N:36]([C:43]1[CH:44]=[CH:45][CH:46]=[C:47]2[C:52]=1[CH2:51][NH:50][CH2:49][CH2:48]2)[C:37](=[O:42])[C:38]([F:41])([F:40])[F:39])=[O:34])[C:26]1[CH:31]=[CH:30][CH:29]=[CH:28][CH:27]=1, predict the reaction product. The product is: [CH3:56][N:55]([CH3:57])[CH2:54][CH2:53][N:32]([CH2:25][C:26]1[CH:31]=[CH:30][CH:29]=[CH:28][C:27]=1[C:38]([F:41])([F:40])[F:39])[C:33](=[O:34])[CH2:35][N:36]([C:43]1[CH:44]=[CH:45][CH:46]=[C:47]2[C:52]=1[CH2:51][N:50]([C:4]([NH:20][CH3:17])=[O:7])[CH2:49][CH2:48]2)[C:37](=[O:42])[C:38]([F:39])([F:40])[F:41]. (6) Given the reactants FC(F)(F)S(O[C:7]1[CH:15]=[C:14]2[C:10]([C:11]([C:26](=[O:37])[NH:27][CH2:28][C:29]3[CH:34]=[CH:33][C:32]([F:35])=[C:31]([F:36])[CH:30]=3)=[C:12]([CH:23]([CH3:25])[CH3:24])[N:13]2[CH2:16][C:17]2[CH:22]=[CH:21][CH:20]=[CH:19][N:18]=2)=[CH:9][CH:8]=1)(=O)=O.[Li+].[Cl-].C([O-])([O-])=O.[Na+].[Na+].[N:48]1[CH:53]=[C:52](B(O)O)[CH:51]=[N:50][CH:49]=1, predict the reaction product. The product is: [F:36][C:31]1[CH:30]=[C:29]([CH:34]=[CH:33][C:32]=1[F:35])[CH2:28][NH:27][C:26]([C:11]1[C:10]2[C:14](=[CH:15][C:7]([C:52]3[CH:53]=[N:48][CH:49]=[N:50][CH:51]=3)=[CH:8][CH:9]=2)[N:13]([CH2:16][C:17]2[CH:22]=[CH:21][CH:20]=[CH:19][N:18]=2)[C:12]=1[CH:23]([CH3:24])[CH3:25])=[O:37]. (7) Given the reactants Cl.[S:2]1[C:6]([C:7]2[CH:8]=[C:9]([N:16]([CH2:24][CH2:25][CH2:26][O:27][Si](C(C)(C)C)(C)C)[C:17]3[CH:22]=[CH:21][N:20]=[C:19]([NH2:23])[N:18]=3)[CH:10]=[C:11]3[C:15]=2[NH:14][N:13]=[CH:12]3)=[CH:5][C:4]2[CH:35]=[CH:36][CH:37]=[CH:38][C:3]1=2, predict the reaction product. The product is: [NH2:23][C:19]1[N:18]=[C:17]([N:16]([C:9]2[CH:10]=[C:11]3[C:15](=[C:7]([C:6]4[S:2][C:3]5[CH:38]=[CH:37][CH:36]=[CH:35][C:4]=5[CH:5]=4)[CH:8]=2)[NH:14][N:13]=[CH:12]3)[CH2:24][CH2:25][CH2:26][OH:27])[CH:22]=[CH:21][N:20]=1.